From a dataset of Full USPTO retrosynthesis dataset with 1.9M reactions from patents (1976-2016). Predict the reactants needed to synthesize the given product. Given the product [CH:38]([OH:41])=[O:40].[N:2]1([CH2:6][C:8]2[CH:9]=[C:10]([CH2:14][C:15]([NH:17][C:18]3[CH:19]=[N:20][CH:21]=[C:22]([C:24]([C:26]4[C:34]5[CH:33]=[N:32][CH:31]=[N:30][C:29]=5[N:28]([CH:35]([CH3:37])[CH3:36])[CH:27]=4)=[O:25])[CH:23]=3)=[O:16])[CH:11]=[CH:12][CH:13]=2)[CH2:5][CH2:4][CH2:3]1.[CH:42]([O-:45])=[O:44], predict the reactants needed to synthesize it. The reactants are: Cl.[NH:2]1[CH2:5][CH2:4][CH2:3]1.[CH:6]([C:8]1[CH:9]=[C:10]([CH2:14][C:15]([NH:17][C:18]2[CH:19]=[N:20][CH:21]=[C:22]([C:24]([C:26]3[C:34]4[CH:33]=[N:32][CH:31]=[N:30][C:29]=4[N:28]([CH:35]([CH3:37])[CH3:36])[CH:27]=3)=[O:25])[CH:23]=2)=[O:16])[CH:11]=[CH:12][CH:13]=1)=O.[C:38]([OH:41])(=[O:40])C.[C:42]([O:45][BH-](OC(=O)C)OC(=O)C)(=[O:44])C.[Na+].